This data is from NCI-60 drug combinations with 297,098 pairs across 59 cell lines. The task is: Regression. Given two drug SMILES strings and cell line genomic features, predict the synergy score measuring deviation from expected non-interaction effect. (1) Drug 1: CC=C1C(=O)NC(C(=O)OC2CC(=O)NC(C(=O)NC(CSSCCC=C2)C(=O)N1)C(C)C)C(C)C. Drug 2: C1=NC2=C(N1)C(=S)N=CN2. Cell line: IGROV1. Synergy scores: CSS=10.8, Synergy_ZIP=-3.84, Synergy_Bliss=2.18, Synergy_Loewe=-1.90, Synergy_HSA=0.204. (2) Drug 1: COC1=C(C=C2C(=C1)N=CN=C2NC3=CC(=C(C=C3)F)Cl)OCCCN4CCOCC4. Drug 2: C1=C(C(=O)NC(=O)N1)N(CCCl)CCCl. Cell line: SNB-75. Synergy scores: CSS=26.2, Synergy_ZIP=-5.93, Synergy_Bliss=-0.509, Synergy_Loewe=-6.55, Synergy_HSA=2.31. (3) Drug 1: CC1CCC2CC(C(=CC=CC=CC(CC(C(=O)C(C(C(=CC(C(=O)CC(OC(=O)C3CCCCN3C(=O)C(=O)C1(O2)O)C(C)CC4CCC(C(C4)OC)O)C)C)O)OC)C)C)C)OC. Drug 2: COC1=C2C(=CC3=C1OC=C3)C=CC(=O)O2. Cell line: SNB-75. Synergy scores: CSS=17.0, Synergy_ZIP=-5.76, Synergy_Bliss=-5.60, Synergy_Loewe=-36.3, Synergy_HSA=-4.79. (4) Drug 1: CC1=CC2C(CCC3(C2CCC3(C(=O)C)OC(=O)C)C)C4(C1=CC(=O)CC4)C. Drug 2: C1CCC(C(C1)N)N.C(=O)(C(=O)[O-])[O-].[Pt+4]. Cell line: A498. Synergy scores: CSS=13.0, Synergy_ZIP=-7.72, Synergy_Bliss=-5.06, Synergy_Loewe=-3.86, Synergy_HSA=-3.54.